Predict which catalyst facilitates the given reaction. From a dataset of Catalyst prediction with 721,799 reactions and 888 catalyst types from USPTO. (1) Product: [N:20]1([CH:26]2[CH2:27][CH2:28][CH:29]([NH:32][C:2]3[C:3]4[C:4]5[CH2:5][N:6]([C:15](=[O:17])[CH3:16])[CH2:7][CH2:8][C:9]=5[S:10][C:11]=4[N:12]=[CH:13][N:14]=3)[CH2:30][CH2:31]2)[CH2:21][CH2:22][O:23][CH2:24][CH2:25]1. Reactant: Cl[C:2]1[C:3]2[C:4]3[CH2:5][N:6]([C:15](=[O:17])[CH3:16])[CH2:7][CH2:8][C:9]=3[S:10][C:11]=2[N:12]=[CH:13][N:14]=1.Cl.Cl.[N:20]1([C@H:26]2[CH2:31][CH2:30][C@H:29]([NH2:32])[CH2:28][CH2:27]2)[CH2:25][CH2:24][O:23][CH2:22][CH2:21]1. The catalyst class is: 9. (2) Reactant: C1(N2C(=O)C3SC=[C:16]([C:17]4[CH:22]=[CH:21][CH:20]=[CH:19]C=4)[C:10]=3[N:9]=[CH:8]2)C=CC=CC=1.[NH2:23][C:24]1[C:28]([C:29]2[CH:34]=[CH:33][CH:32]=[CH:31][C:30]=2[CH3:35])=[CH:27][S:26][C:25]=1[C:36]([O:38]C)=O.C(OCC)(OCC)OCC.C1(N)CCCCCC1. Product: [CH:10]1([N:9]2[C:36](=[O:38])[C:25]3[S:26][CH:27]=[C:28]([C:29]4[CH:34]=[CH:33][CH:32]=[CH:31][C:30]=4[CH3:35])[C:24]=3[N:23]=[CH:8]2)[CH2:16][CH2:17][CH2:22][CH2:21][CH2:20][CH2:19]1. The catalyst class is: 15.